From a dataset of Reaction yield outcomes from USPTO patents with 853,638 reactions. Predict the reaction yield, written as a fraction of the theoretical maximum amount of product (1.0 means a 100% yield; for example, 0.34 means a 34% yield). The reactants are C(O[C:4]([C:6]1[C:7]2[CH2:16][CH2:15][CH2:14][CH2:13][CH2:12][C:8]=2[S:9][C:10]=1[NH2:11])=[O:5])C.[C:17]([CH2:19][C:20]([O:22][CH2:23][CH3:24])=[O:21])#[N:18].Cl. The catalyst is O1CCOCC1. The product is [CH2:23]([O:22][C:20](=[O:21])[CH2:19][C:17]1[N:18]=[C:4]([OH:5])[C:6]2[C:7]3[CH2:16][CH2:15][CH2:14][CH2:13][CH2:12][C:8]=3[S:9][C:10]=2[N:11]=1)[CH3:24]. The yield is 0.620.